This data is from Full USPTO retrosynthesis dataset with 1.9M reactions from patents (1976-2016). The task is: Predict the reactants needed to synthesize the given product. (1) Given the product [CH3:18][O:19][CH2:20][O:1][C:2]1[CH:7]=[C:6]([CH3:8])[C:5]([C:9]2[CH:14]=[CH:13][CH:12]=[C:11]([CH:15]=[O:16])[CH:10]=2)=[C:4]([CH3:17])[CH:3]=1, predict the reactants needed to synthesize it. The reactants are: [OH:1][C:2]1[CH:7]=[C:6]([CH3:8])[C:5]([C:9]2[CH:14]=[CH:13][CH:12]=[C:11]([CH:15]=[O:16])[CH:10]=2)=[C:4]([CH3:17])[CH:3]=1.[CH3:18][O:19][CH2:20]Cl.C(=O)([O-])[O-].[K+].[K+].[I-].[K+]. (2) Given the product [Cl:8][C:6]1[CH:7]=[C:2]([Cl:1])[C:3]([N+:9]([O-:11])=[O:10])=[CH:4][C:5]=1[S:13]([Cl:12])(=[O:15])=[O:14], predict the reactants needed to synthesize it. The reactants are: [Cl:1][C:2]1[CH:7]=[C:6]([Cl:8])[CH:5]=[CH:4][C:3]=1[N+:9]([O-:11])=[O:10].[Cl:12][S:13](O)(=[O:15])=[O:14].